Dataset: Full USPTO retrosynthesis dataset with 1.9M reactions from patents (1976-2016). Task: Predict the reactants needed to synthesize the given product. (1) Given the product [CH3:36][O:5][C:4](=[O:6])[C:3]1[CH:7]=[CH:8][C:9]([NH:11][C:12]([C:14]2[CH:22]=[C:21]3[C:17]([CH2:18][CH2:19][N:20]3[S:23]([C:26]3[CH:31]=[CH:30][CH:29]=[C:28]([Cl:32])[CH:27]=3)(=[O:25])=[O:24])=[C:16]([O:33][CH3:34])[CH:15]=2)=[O:13])=[CH:10][C:2]=1[Cl:1], predict the reactants needed to synthesize it. The reactants are: [Cl:1][C:2]1[CH:10]=[C:9]([NH:11][C:12]([C:14]2[CH:22]=[C:21]3[C:17]([CH2:18][CH2:19][N:20]3[S:23]([C:26]3[CH:31]=[CH:30][CH:29]=[C:28]([Cl:32])[CH:27]=3)(=[O:25])=[O:24])=[C:16]([O:33][CH3:34])[CH:15]=2)=[O:13])[CH:8]=[CH:7][C:3]=1[C:4]([OH:6])=[O:5].Cl[C:36]1C=C(S(Cl)(=O)=O)C=CC=1. (2) Given the product [CH3:1][C:2]1([CH3:25])[C:10]2[CH:9]=[N:8][C:7]([S:11]([CH3:14])(=[O:13])=[O:12])=[N:6][C:5]=2[CH2:4][NH:3]1, predict the reactants needed to synthesize it. The reactants are: [CH3:1][C:2]1([CH3:25])[C:10]2[CH:9]=[N:8][C:7]([S:11]([CH3:14])(=[O:13])=[O:12])=[N:6][C:5]=2[CH2:4][N:3]1C(OCC1C=CC=CC=1)=O.[Si](I)(C)(C)C. (3) Given the product [O:3]=[C:4]1[NH:8][CH:7]=[C:6]([CH2:9][CH2:10][CH2:11][C:12]([OH:14])=[O:13])[S:5]1, predict the reactants needed to synthesize it. The reactants are: Cl.C[O:3][C:4]1[S:5][C:6]([CH2:9][CH2:10][CH2:11][C:12]([O:14]C(C)(C)C)=[O:13])=[CH:7][N:8]=1. (4) Given the product [C:1]([O:4][C@H:5]([C:7]1[O:8][C:9]([C:12]2[CH:13]=[CH:14][C:15]3[O:19][CH:18]=[C:17]([C:27]4[CH:28]=[CH:29][C:24]([S:23][CH3:22])=[CH:25][CH:26]=4)[C:16]=3[CH:21]=2)=[N:10][N:11]=1)[CH3:6])(=[O:3])[CH3:2], predict the reactants needed to synthesize it. The reactants are: [C:1]([O:4][C@H:5]([C:7]1[O:8][C:9]([C:12]2[CH:13]=[CH:14][C:15]3[O:19][CH:18]=[C:17](Br)[C:16]=3[CH:21]=2)=[N:10][N:11]=1)[CH3:6])(=[O:3])[CH3:2].[CH3:22][S:23][C:24]1[CH:29]=[CH:28][C:27](B(O)O)=[CH:26][CH:25]=1. (5) Given the product [C:18]([O:17][C:15](=[O:16])[NH:22][CH2:23][CH2:24][NH:25][C:7](=[O:14])[C:6]1[CH:5]=[CH:4][CH:3]=[C:2]([Cl:1])[C:11]=1[NH2:10])([CH3:21])([CH3:19])[CH3:20], predict the reactants needed to synthesize it. The reactants are: [Cl:1][C:2]1[C:11]2[N:10](C)C(=O)O[C:7](=[O:14])[C:6]=2[CH:5]=[CH:4][CH:3]=1.[C:15]([NH:22][CH2:23][CH2:24][NH2:25])([O:17][C:18]([CH3:21])([CH3:20])[CH3:19])=[O:16].